This data is from Reaction yield outcomes from USPTO patents with 853,638 reactions. The task is: Predict the reaction yield, written as a fraction of the theoretical maximum amount of product (1.0 means a 100% yield; for example, 0.34 means a 34% yield). (1) The reactants are [O:1]1[C:5]2([CH2:9][CH2:8][NH:7][CH2:6]2)[O:4][CH2:3][CH2:2]1.[CH:10]12[O:16][CH:11]1[CH2:12][CH2:13][CH2:14][CH2:15]2. The catalyst is O. The product is [O:1]1[C:5]2([CH2:9][CH2:8][N:7]([C@H:10]3[CH2:15][CH2:14][CH2:13][CH2:12][C@@H:11]3[OH:16])[CH2:6]2)[O:4][CH2:3][CH2:2]1. The yield is 0.793. (2) The reactants are O[C:2]1[CH:7]=[C:6]([O:8][CH3:9])[CH:5]=[CH:4][C:3]=1[NH:10][C:11]([CH:13]1[CH2:17][S:16][C:15](=[O:18])[NH:14]1)=[O:12].[NH+]1C=CC=CC=1. The catalyst is CC1C=CC(C)=CC=1.C(OCC)(=O)C.O. The product is [CH3:9][O:8][C:6]1[CH:5]=[CH:4][C:3]2[N:10]=[C:11]([CH:13]3[CH2:17][S:16][C:15](=[O:18])[NH:14]3)[O:12][C:2]=2[CH:7]=1. The yield is 0.900. (3) The reactants are [OH:1][C:2]1[C:15]2[C:14](=[O:16])[C:13]3[C:8](=[C:9]([OH:17])[CH:10]=[CH:11][CH:12]=3)[O:7][C:6]=2[C:5]([CH2:18][CH:19]=[CH2:20])=[C:4]([OH:21])[CH:3]=1.C(=O)([O-])[O-].[K+].[K+].[CH2:28](Br)[C:29]1[CH:34]=[CH:33][CH:32]=[CH:31][CH:30]=1. The catalyst is CN(C=O)C.C(OCC)(=O)C. The product is [CH2:28]([O:21][C:4]1[CH:3]=[C:2]([OH:1])[C:15]2[C:14](=[O:16])[C:13]3[C:8]([O:7][C:6]=2[C:5]=1[CH2:18][CH:19]=[CH2:20])=[C:9]([O:17][CH2:18][C:5]1[CH:6]=[CH:15][CH:2]=[CH:3][CH:4]=1)[CH:10]=[CH:11][CH:12]=3)[C:29]1[CH:34]=[CH:33][CH:32]=[CH:31][CH:30]=1. The yield is 0.810. (4) The reactants are [C:1](Cl)(=[O:8])[C:2]1[CH:7]=[CH:6][CH:5]=[CH:4][CH:3]=1.FC(F)(F)C(O)=O.[CH2:17]([O:24][C:25]1[CH:30]=[C:29]([O:31][CH2:32][C:33]2[CH:38]=[CH:37][CH:36]=[CH:35][CH:34]=2)[CH:28]=[CH:27][C:26]=1[CH:39]1[CH2:42][NH:41][CH2:40]1)[C:18]1[CH:23]=[CH:22][CH:21]=[CH:20][CH:19]=1. The catalyst is O1CCCC1.C(N(CC)C(C)C)(C)C. The product is [CH2:17]([O:24][C:25]1[CH:30]=[C:29]([O:31][CH2:32][C:33]2[CH:38]=[CH:37][CH:36]=[CH:35][CH:34]=2)[CH:28]=[CH:27][C:26]=1[CH:39]1[CH2:42][N:41]([C:1]([C:2]2[CH:7]=[CH:6][CH:5]=[CH:4][CH:3]=2)=[O:8])[CH2:40]1)[C:18]1[CH:23]=[CH:22][CH:21]=[CH:20][CH:19]=1. The yield is 0.820. (5) The reactants are [C:1]1([CH3:9])[CH:6]=[CH:5][CH:4]=[CH:3][C:2]=1[NH:7]N.O=[C:11]([CH2:15][CH3:16])[C:12]([OH:14])=[O:13].[CH2:17](O)[CH3:18]. No catalyst specified. The product is [CH3:16][C:15]1[C:3]2[C:2](=[C:1]([CH3:9])[CH:6]=[CH:5][CH:4]=2)[NH:7][C:11]=1[C:12]([O:14][CH2:17][CH3:18])=[O:13]. The yield is 0.270. (6) The reactants are [NH2:1][C:2]1[C:3]([NH:12][C@@H:13]([CH3:20])[CH2:14][CH2:15][C:16]([O:18][CH3:19])=[O:17])=[N:4][C:5]([NH:8][CH:9]([CH3:11])[CH3:10])=[N:6][CH:7]=1.Cl.N[C@H](C)/C=C/C(OC)=O. No catalyst specified. The product is [NH2:1][C:2]1[C:3]([NH:12][C@H:13]([CH3:20])[CH2:14][CH2:15][C:16]([O:18][CH3:19])=[O:17])=[N:4][C:5]([NH:8][CH:9]([CH3:10])[CH3:11])=[N:6][CH:7]=1. The yield is 0.750. (7) The reactants are [F:1][C:2]([F:20])([F:19])[C:3]1[CH:8]=[CH:7][C:6]([C:9]2[CH:13]=[C:12]([CH2:14][CH2:15][CH2:16][CH2:17][OH:18])[O:11][N:10]=2)=[CH:5][CH:4]=1.O[C:22]1[CH:23]=[C:24]([CH2:28][CH2:29]C(OC)=O)[CH:25]=[CH:26][CH:27]=1.C1(P(C2C=CC=CC=2)C2C=CC=CC=2)C=CC=CC=1.N(C(OCC)=O)=N[C:55]([O:57]CC)=[O:56]. The catalyst is C1(C)C=CC=CC=1.O1CCCC1. The product is [F:20][C:2]([F:1])([F:19])[C:3]1[CH:4]=[CH:5][C:6]([C:9]2[CH:13]=[C:12]([CH2:14][CH2:15][CH2:16][CH2:17][O:18][C:26]3[CH:25]=[C:24]([CH:28]([CH3:29])[C:55]([OH:57])=[O:56])[CH:23]=[CH:22][CH:27]=3)[O:11][N:10]=2)=[CH:7][CH:8]=1. The yield is 0.750. (8) The reactants are [F:1][C:2]([F:11])([F:10])[C:3]1([C:7]([OH:9])=O)[CH2:6][CH2:5][CH2:4]1.C1C=CC2N(O)N=NC=2C=1.CCN=C=NCCCN(C)C.[CH3:33][NH:34][CH2:35][C:36]1[CH:41]=[CH:40][C:39]([C:42]([N:44]2[CH2:50][C:49]3([CH3:52])[CH2:51][CH:45]2[CH2:46][C:47]([CH3:54])([CH3:53])[CH2:48]3)=[O:43])=[CH:38][CH:37]=1.CCN(C(C)C)C(C)C. The catalyst is C1COCC1. The product is [CH3:33][N:34]([CH2:35][C:36]1[CH:41]=[CH:40][C:39]([C:42]([N:44]2[CH2:50][C:49]3([CH3:52])[CH2:51][CH:45]2[CH2:46][C:47]([CH3:54])([CH3:53])[CH2:48]3)=[O:43])=[CH:38][CH:37]=1)[C:7]([C:3]1([C:2]([F:1])([F:11])[F:10])[CH2:4][CH2:5][CH2:6]1)=[O:9]. The yield is 0.530. (9) The reactants are [OH:1][C:2]([C:5]1[CH:17]=[C:16]2[C:8]([C:9]3[C:10](B4OC(C)(C)C(C)(C)O4)=[CH:11][CH:12]=[C:13]([C:18]([NH2:20])=[O:19])[C:14]=3[NH:15]2)=[CH:7][CH:6]=1)([CH3:4])[CH3:3].Br[C:31]1[C:32]([Cl:50])=[C:33](/[N:37]=[C:38]2/[C:39]3[CH:49]=[CH:48][CH:47]=[CH:46][C:40]=3[N:41]([CH3:45])[C:42](=[O:44])[O:43]/2)[CH:34]=[CH:35][CH:36]=1.C([O-])([O-])=O.[K+].[K+].C1(C)C=CC=CC=1. The catalyst is C1C=CC([P]([Pd]([P](C2C=CC=CC=2)(C2C=CC=CC=2)C2C=CC=CC=2)([P](C2C=CC=CC=2)(C2C=CC=CC=2)C2C=CC=CC=2)[P](C2C=CC=CC=2)(C2C=CC=CC=2)C2C=CC=CC=2)(C2C=CC=CC=2)C2C=CC=CC=2)=CC=1.CCO. The product is [Cl:50][C:32]1[C:33]([N:37]2[C:38](=[O:43])[C:39]3[C:40](=[CH:46][CH:47]=[CH:48][CH:49]=3)[N:41]([CH3:45])[C:42]2=[O:44])=[CH:34][CH:35]=[CH:36][C:31]=1[C:10]1[C:9]2[C:8]3[C:16](=[CH:17][C:5]([C:2]([OH:1])([CH3:4])[CH3:3])=[CH:6][CH:7]=3)[NH:15][C:14]=2[C:13]([C:18]([NH2:20])=[O:19])=[CH:12][CH:11]=1. The yield is 0.320. (10) The reactants are Br[C:2]1[CH:7]=[CH:6][C:5]([N+:8]([O-:10])=[O:9])=[CH:4][C:3]=1[N:11]([CH2:15][C:16]([CH3:18])=[CH2:17])[C:12](=[O:14])[CH3:13].C([O-])=O.[Na+].C([O-])(=O)C.[Na+]. The catalyst is O.[Cl-].C([N+](CC)(CC)CC)C.CN(C=O)C.C([O-])(=O)C.[Pd+2].C([O-])(=O)C. The product is [CH3:17][C:16]1([CH3:18])[C:2]2[C:3](=[CH:4][C:5]([N+:8]([O-:10])=[O:9])=[CH:6][CH:7]=2)[N:11]([C:12](=[O:14])[CH3:13])[CH2:15]1. The yield is 0.880.